Predict the reactants needed to synthesize the given product. From a dataset of Full USPTO retrosynthesis dataset with 1.9M reactions from patents (1976-2016). (1) Given the product [CH3:13][O:14][C:15](=[O:26])[CH2:16][CH2:17][C:18]1[CH:23]=[CH:22][C:21]([O:24][C:7]2[CH:6]=[C:5]([C:3](=[O:4])[CH2:2][CH3:1])[CH:10]=[C:9]([F:11])[CH:8]=2)=[CH:20][C:19]=1[CH3:25], predict the reactants needed to synthesize it. The reactants are: [CH3:1][CH2:2][C:3]([C:5]1[CH:10]=[C:9]([F:11])[CH:8]=[C:7](F)[CH:6]=1)=[O:4].[CH3:13][O:14][C:15](=[O:26])[CH2:16][CH2:17][C:18]1[CH:23]=[CH:22][C:21]([OH:24])=[CH:20][C:19]=1[CH3:25]. (2) The reactants are: [CH3:1][C:2]1[O:6][N:5]=[C:4]([C:7]2[CH:12]=[CH:11][CH:10]=[CH:9][CH:8]=2)[C:3]=1[CH2:13][O:14][C:15]1[CH:23]=[CH:22][C:18]([C:19]([OH:21])=O)=[CH:17][N:16]=1.[C:24]([NH2:28])([CH3:27])([CH3:26])[CH3:25]. Given the product [C:24]([NH:28][C:19](=[O:21])[C:18]1[CH:22]=[CH:23][C:15]([O:14][CH2:13][C:3]2[C:4]([C:7]3[CH:8]=[CH:9][CH:10]=[CH:11][CH:12]=3)=[N:5][O:6][C:2]=2[CH3:1])=[N:16][CH:17]=1)([CH3:27])([CH3:26])[CH3:25], predict the reactants needed to synthesize it. (3) Given the product [C:1]([O:5][C:6](=[O:27])[N:7]([CH2:8][C:9]1[CH:14]=[CH:13][CH:12]=[CH:11][C:10]=1[S:15][C:39]1[C:49]2[CH:48]=[CH:47][CH:46]=[CH:45][C:44]=2[O:43][CH:38]=1)[CH3:26])([CH3:2])([CH3:3])[CH3:4], predict the reactants needed to synthesize it. The reactants are: [C:1]([O:5][C:6](=[O:27])[N:7]([CH3:26])[CH2:8][C:9]1[CH:14]=[CH:13][CH:12]=[CH:11][C:10]=1[S:15][Si](C(C)C)(C(C)C)C(C)C)([CH3:4])([CH3:3])[CH3:2].[F-].[NH4+].C1(P(C2C=CC=CC=2)C2C=CC=[CH:39][C:38]=2[O:43][C:44]2[CH:49]=[CH:48][CH:47]=[CH:46][C:45]=2P(C2C=CC=CC=2)C2C=CC=CC=2)C=CC=CC=1.CC(C)([O-])C.[Na+].BrC1C2C=CC=CC=2OC=1. (4) The reactants are: [CH3:1][C:2]1[CH:7]=[CH:6][CH:5]=[C:4]([CH3:8])[C:3]=1[C:9]1[NH:10][C:11]2[CH:17]=[C:16]([CH:18]=[O:19])[CH:15]=[CH:14][C:12]=2[N:13]=1.[CH3:20][C:21]([O:24][C:25](O[C:25]([O:24][C:21]([CH3:23])([CH3:22])[CH3:20])=[O:26])=[O:26])([CH3:23])[CH3:22]. Given the product [C:21]([O:24][C:25]([N:10]1[C:11]2[CH:17]=[C:16]([CH:18]=[O:19])[CH:15]=[CH:14][C:12]=2[N:13]=[C:9]1[C:3]1[C:4]([CH3:8])=[CH:5][CH:6]=[CH:7][C:2]=1[CH3:1])=[O:26])([CH3:23])([CH3:22])[CH3:20], predict the reactants needed to synthesize it. (5) Given the product [F:8][C:4]1[CH:5]=[CH:6][CH:7]=[C:2]([C:24]([C@@H:26]2[O:31][CH2:30][CH2:29][N:28]([C:32]([O:34][C:35]([CH3:38])([CH3:37])[CH3:36])=[O:33])[CH2:27]2)=[O:25])[C:3]=1[C:9]1[CH:14]=[CH:13][CH:12]=[C:11]([CH3:15])[CH:10]=1, predict the reactants needed to synthesize it. The reactants are: Br[C:2]1[CH:7]=[CH:6][CH:5]=[C:4]([F:8])[C:3]=1[C:9]1[CH:14]=[CH:13][CH:12]=[C:11]([CH3:15])[CH:10]=1.[Li]CCCC.CON(C)[C:24]([C@@H:26]1[O:31][CH2:30][CH2:29][N:28]([C:32]([O:34][C:35]([CH3:38])([CH3:37])[CH3:36])=[O:33])[CH2:27]1)=[O:25].